Dataset: Forward reaction prediction with 1.9M reactions from USPTO patents (1976-2016). Task: Predict the product of the given reaction. (1) Given the reactants [F:1][C:2]1[CH:3]=[C:4]([NH:9][C:10]([C:12]2[CH:13]=[C:14]([S:19](Cl)(=[O:21])=[O:20])[CH:15]=[CH:16][C:17]=2[F:18])=[O:11])[CH:5]=[CH:6][C:7]=1[F:8].CCN(CC)CC.[CH3:30][N:31]([CH3:35])[CH2:32][CH2:33][NH2:34], predict the reaction product. The product is: [F:1][C:2]1[CH:3]=[C:4]([NH:9][C:10](=[O:11])[C:12]2[CH:13]=[C:14]([S:19](=[O:21])(=[O:20])[NH:34][CH2:33][CH2:32][N:31]([CH3:35])[CH3:30])[CH:15]=[CH:16][C:17]=2[F:18])[CH:5]=[CH:6][C:7]=1[F:8]. (2) Given the reactants [O:1]1[CH2:6][CH2:5][CH2:4][CH2:3][CH:2]1[O:7][CH2:8][CH2:9][N:10]1[CH:14]=[C:13]([C:15]2[N:20]=[C:19]3[N:21]([CH2:24][C:25]4[CH:30]=[CH:29][N:28]5[N:31]=[CH:32][C:33]([CH:34]=[O:35])=[C:27]5[CH:26]=4)[N:22]=[N:23][C:18]3=[N:17][CH:16]=2)[CH:12]=[N:11]1.OCC1C=NN2C=CC(CN3C4=NC(C5C=NN(CCO)C=5)=CN=C4N=N3)=CC=12, predict the reaction product. The product is: [O:1]1[CH2:6][CH2:5][CH2:4][CH2:3][CH:2]1[O:7][CH2:8][CH2:9][N:10]1[CH:14]=[C:13]([C:15]2[N:20]=[C:19]3[N:21]([CH2:24][C:25]4[CH:30]=[CH:29][N:28]5[N:31]=[CH:32][C:33]([CH2:34][OH:35])=[C:27]5[CH:26]=4)[N:22]=[N:23][C:18]3=[N:17][CH:16]=2)[CH:12]=[N:11]1. (3) Given the reactants [Br:1][C:2]1[CH:11]=[C:10]2[C:5]([CH:6]=[C:7]([NH:13][C:14]3[CH:18]=[C:17]([CH3:19])[NH:16][N:15]=3)[N:8]=[C:9]2Cl)=[CH:4][CH:3]=1.[CH:20]([OH:23])([CH3:22])[CH3:21], predict the reaction product. The product is: [Br:1][C:2]1[CH:11]=[C:10]2[C:5]([CH:6]=[C:7]([NH:13][C:14]3[CH:18]=[C:17]([CH3:19])[NH:16][N:15]=3)[N:8]=[C:9]2[O:23][CH:20]([CH3:22])[CH3:21])=[CH:4][CH:3]=1. (4) Given the reactants Cl[C:2]1[CH:7]=[C:6]([C:8]2[CH:13]=[CH:12][CH:11]=[CH:10][CH:9]=2)[N:5]=[C:4]([NH:14][C:15](=[O:32])[CH2:16][CH2:17][C:18]([C:20]2[CH:25]=[CH:24][C:23]([O:26][CH2:27][CH3:28])=[C:22]([O:29][CH2:30][CH3:31])[CH:21]=2)=[O:19])[CH:3]=1.C1(C2C=CC=CC=2)C=CC=CC=1P(C1CCCCC1)C1CCCCC1.C(=O)([O-])[O-].[K+].[K+].[C:64]([C:67]1[CH:68]=[C:69](B(O)O)[CH:70]=[CH:71][CH:72]=1)(=[O:66])[CH3:65], predict the reaction product. The product is: [C:64]([C:67]1[CH:72]=[C:71]([C:2]2[CH:7]=[C:6]([C:8]3[CH:13]=[CH:12][CH:11]=[CH:10][CH:9]=3)[N:5]=[C:4]([NH:14][C:15](=[O:32])[CH2:16][CH2:17][C:18]([C:20]3[CH:25]=[CH:24][C:23]([O:26][CH2:27][CH3:28])=[C:22]([O:29][CH2:30][CH3:31])[CH:21]=3)=[O:19])[CH:3]=2)[CH:70]=[CH:69][CH:68]=1)(=[O:66])[CH3:65]. (5) Given the reactants [CH2:1]([O:3][C:4]([C@@H:6]1[O:11][C:10]2[CH:12]=[CH:13][C:14]([CH2:16][CH2:17][NH:18][CH2:19][C@H:20]([OH:39])[CH2:21][O:22][C:23]3[CH:28]=[CH:27][C:26]([O:29]CC4C=CC=CC=4)=[CH:25][C:24]=3[O:37][CH3:38])=[CH:15][C:9]=2[O:8][CH2:7]1)=[O:5])[CH3:2], predict the reaction product. The product is: [CH2:1]([O:3][C:4]([C@@H:6]1[O:11][C:10]2[CH:12]=[CH:13][C:14]([CH2:16][CH2:17][NH:18][CH2:19][C@H:20]([OH:39])[CH2:21][O:22][C:23]3[CH:28]=[CH:27][C:26]([OH:29])=[CH:25][C:24]=3[O:37][CH3:38])=[CH:15][C:9]=2[O:8][CH2:7]1)=[O:5])[CH3:2]. (6) Given the reactants [CH3:1][O:2][C:3]1[CH:10]=[CH:9][C:6]([CH2:7][OH:8])=[CH:5][CH:4]=1.[C:11](=O)([O-:13])[O-:12].[Cs+].[Cs+].[NH2:17][C:18](=[O:61])[C:19]([CH3:60])([CH3:59])[CH2:20][NH:21][C:22]([C@H:24]([CH:56]([CH3:58])[CH3:57])[CH2:25][C@@H:26]1[O:30][CH2:29][N:28]([C:31]([O:33][CH2:34]Cl)=[O:32])[C@H:27]1[CH2:36][C@H:37]([CH2:41][C:42]1[CH:47]=[CH:46][C:45]([O:48][CH3:49])=[C:44]([O:50][CH2:51][CH2:52][CH2:53][O:54][CH3:55])[CH:43]=1)[CH:38]([CH3:40])[CH3:39])=[O:23], predict the reaction product. The product is: [NH2:17][C:18](=[O:61])[C:19]([CH3:60])([CH3:59])[CH2:20][NH:21][C:22]([C@H:24]([CH:56]([CH3:58])[CH3:57])[CH2:25][C@@H:26]1[O:30][CH2:29][N:28]([C:31]([O:33][CH2:34][O:13][C:11]([O:8][CH2:7][C:6]2[CH:9]=[CH:10][C:3]([O:2][CH3:1])=[CH:4][CH:5]=2)=[O:12])=[O:32])[C@H:27]1[CH2:36][C@H:37]([CH2:41][C:42]1[CH:47]=[CH:46][C:45]([O:48][CH3:49])=[C:44]([O:50][CH2:51][CH2:52][CH2:53][O:54][CH3:55])[CH:43]=1)[CH:38]([CH3:40])[CH3:39])=[O:23]. (7) The product is: [CH3:1][O:2][C:3](=[O:29])[CH2:4][N:5]([S:35]([N:33]([CH:30]([CH3:32])[CH3:31])[CH3:34])(=[O:37])=[O:36])[CH2:6][C:7]1[CH:8]=[CH:9][C:10]([O:13][CH2:14][CH2:15][C:16]2[N:17]=[C:18]([C:22]3[CH:27]=[CH:26][C:25]([CH3:28])=[CH:24][CH:23]=3)[O:19][C:20]=2[CH3:21])=[CH:11][CH:12]=1. Given the reactants [CH3:1][O:2][C:3](=[O:29])[CH2:4][NH:5][CH2:6][C:7]1[CH:12]=[CH:11][C:10]([O:13][CH2:14][CH2:15][C:16]2[N:17]=[C:18]([C:22]3[CH:27]=[CH:26][C:25]([CH3:28])=[CH:24][CH:23]=3)[O:19][C:20]=2[CH3:21])=[CH:9][CH:8]=1.[CH:30]([N:33]([S:35](Cl)(=[O:37])=[O:36])[CH3:34])([CH3:32])[CH3:31].C(N(CC)CC)C, predict the reaction product. (8) Given the reactants [C:1]([Si:5]([C:39]1[CH:44]=[CH:43][CH:42]=[CH:41][CH:40]=1)([C:33]1[CH:38]=[CH:37][CH:36]=[CH:35][CH:34]=1)[O:6][CH2:7][C:8]([C:11]1[CH:12]=[C:13]([NH2:32])[N:14]([C:16]2[CH:21]=[CH:20][CH:19]=[C:18]([O:22][CH2:23][CH2:24][O:25][CH:26]3[CH2:31][CH2:30][CH2:29][CH2:28][O:27]3)[CH:17]=2)[N:15]=1)([CH3:10])[CH3:9])([CH3:4])([CH3:3])[CH3:2].[OH-].[Na+].Cl[C:48]([O:50][CH2:51][C:52]([Cl:55])([Cl:54])[Cl:53])=[O:49], predict the reaction product. The product is: [Cl:53][C:52]([Cl:55])([Cl:54])[CH2:51][O:50][C:48](=[O:49])[NH:32][C:13]1[N:14]([C:16]2[CH:21]=[CH:20][CH:19]=[C:18]([O:22][CH2:23][CH2:24][O:25][CH:26]3[CH2:31][CH2:30][CH2:29][CH2:28][O:27]3)[CH:17]=2)[N:15]=[C:11]([C:8]([CH3:10])([CH3:9])[CH2:7][O:6][Si:5]([C:1]([CH3:2])([CH3:3])[CH3:4])([C:39]2[CH:40]=[CH:41][CH:42]=[CH:43][CH:44]=2)[C:33]2[CH:38]=[CH:37][CH:36]=[CH:35][CH:34]=2)[CH:12]=1. (9) Given the reactants [F:1][C:2]([F:7])([F:6])[C:3]([OH:5])=[O:4].[F:8][C:9]1[CH:14]=[CH:13][C:12]([C:15]2[N:20]=[CH:19][C:18]([NH:21][CH2:22][C:23]([OH:25])=O)=[CH:17][CH:16]=2)=[CH:11][CH:10]=1.[NH2:26][C:27]1[S:28][CH:29]=[CH:30][N:31]=1, predict the reaction product. The product is: [F:1][C:2]([F:7])([F:6])[C:3]([OH:5])=[O:4].[F:8][C:9]1[CH:10]=[CH:11][C:12]([C:15]2[N:20]=[CH:19][C:18]([NH:21][CH2:22][C:23]([NH:26][C:27]3[S:28][CH:29]=[CH:30][N:31]=3)=[O:25])=[CH:17][CH:16]=2)=[CH:13][CH:14]=1.